Dataset: Reaction yield outcomes from USPTO patents with 853,638 reactions. Task: Predict the reaction yield, written as a fraction of the theoretical maximum amount of product (1.0 means a 100% yield; for example, 0.34 means a 34% yield). (1) The reactants are [CH3:1][C:2]1[CH:3]=[CH:4][C:5]2[O:6][CH2:7][CH2:8][NH:9][C:10]=2[N:11]=1.[C:12](O[C:12]([O:14][C:15]([CH3:18])([CH3:17])[CH3:16])=[O:13])([O:14][C:15]([CH3:18])([CH3:17])[CH3:16])=[O:13]. No catalyst specified. The product is [C:15]([O:14][C:12]([N:9]1[CH2:8][CH2:7][O:6][C:5]2[CH:4]=[CH:3][C:2]([CH3:1])=[N:11][C:10]1=2)=[O:13])([CH3:18])([CH3:17])[CH3:16]. The yield is 0.800. (2) The reactants are Cl[C@H:2]([CH3:6])[C:3]([OH:5])=[O:4].[CH3:7][N:8]1[C:12]([C:13]2[S:14][CH:15]=[CH:16][CH:17]=2)=[N:11][N:10]=[C:9]1[SH:18].C(=O)([O-])[O-].[K+].[K+]. The catalyst is C(#N)C.CN(C=O)C. The product is [CH3:7][N:8]1[C:12]([C:13]2[S:14][CH:15]=[CH:16][CH:17]=2)=[N:11][N:10]=[C:9]1[S:18][CH:2]([CH3:6])[C:3]([OH:5])=[O:4]. The yield is 0.120. (3) The catalyst is O1CCCC1. The product is [Br:1][C:2]1[N:7]=[C:6]2[C:8]([CH3:29])=[C:9]([CH:11]([NH:18][C:19]3[CH:20]=[CH:21][C:22]([C:23]([OH:25])=[O:24])=[CH:27][CH:28]=3)[CH:12]3[CH2:17][CH2:16][CH2:15][CH2:14][CH2:13]3)[O:10][C:5]2=[CH:4][CH:3]=1. The yield is 0.960. The reactants are [Br:1][C:2]1[N:7]=[C:6]2[C:8]([CH3:29])=[C:9]([CH:11]([NH:18][C:19]3[CH:28]=[CH:27][C:22]([C:23]([O:25]C)=[O:24])=[CH:21][CH:20]=3)[CH:12]3[CH2:17][CH2:16][CH2:15][CH2:14][CH2:13]3)[O:10][C:5]2=[CH:4][CH:3]=1.[OH-].[Li+].C(O)C. (4) The reactants are B.O1CCCC1.[CH3:7][O:8][C:9]1[CH:10]=[C:11]([CH:15]2[CH2:20][N:19]([CH2:21][CH2:22][CH3:23])[C:18](=O)[CH2:17][O:16]2)[CH:12]=[CH:13][CH:14]=1. The catalyst is C1COCC1. The product is [CH3:7][O:8][C:9]1[CH:10]=[C:11]([CH:15]2[O:16][CH2:17][CH2:18][N:19]([CH2:21][CH2:22][CH3:23])[CH2:20]2)[CH:12]=[CH:13][CH:14]=1. The yield is 0.840. (5) The reactants are [C:1]([O:5][C:6](=[O:17])[NH:7][C:8]1[CH:13]=[CH:12][C:11]([N+:14]([O-])=O)=[CH:10][N:9]=1)([CH3:4])([CH3:3])[CH3:2]. The catalyst is C1COCC1.CO.[Pd]. The product is [NH2:14][C:11]1[CH:12]=[CH:13][C:8]([NH:7][C:6](=[O:17])[O:5][C:1]([CH3:3])([CH3:2])[CH3:4])=[N:9][CH:10]=1. The yield is 0.990. (6) The reactants are [CH3:1][C:2]1[CH:3]=[C:4]([OH:9])[CH:5]=[C:6]([CH3:8])[CH:7]=1.[CH2:10](Br)[CH:11]=[CH2:12].C(=O)([O-])[O-].[K+].[K+]. The catalyst is CC(C)=O. The product is [CH3:1][C:2]1[CH:3]=[C:4]([O:9][CH2:12][CH:11]=[CH2:10])[CH:5]=[C:6]([CH3:8])[CH:7]=1. The yield is 1.00.